This data is from Catalyst prediction with 721,799 reactions and 888 catalyst types from USPTO. The task is: Predict which catalyst facilitates the given reaction. (1) Reactant: [Cl:1][C:2]1[CH:3]=[C:4]2[C:9](=[CH:10][CH:11]=1)[N:8]=[C:7]([NH:12]CC1C=CC(OC)=CC=1OC)[C:6]([O:24][CH3:25])=[N:5]2.FC(F)(F)C(O)=O. Product: [NH2:12][C:7]1[C:6]([O:24][CH3:25])=[N:5][C:4]2[C:9](=[CH:10][CH:11]=[C:2]([Cl:1])[CH:3]=2)[N:8]=1. The catalyst class is: 4. (2) Reactant: Cl.[C:2]([O:6][C:7]([NH:9][CH2:10][C:11]([OH:13])=O)=[O:8])([CH3:5])([CH3:4])[CH3:3].F[P-](F)(F)(F)(F)F.N1(OC(N(C)C)=[N+](C)C)C2N=CC=CC=2N=N1.C(N(CC)CC)C.[NH2:45][C:46]1[CH:68]=[CH:67][C:49]2[NH:50][C:51](=[C:53]([C:57]3[N:62]=[C:61]([C:63]([F:66])([F:65])[F:64])[CH:60]=[CH:59][N:58]=3)[C:54]([NH2:56])=[O:55])[S:52][C:48]=2[CH:47]=1. Product: [C:2]([O:6][C:7]([NH:9][CH2:10][C:11]([NH:45][C:46]1[CH:68]=[CH:67][C:49]2[NH:50][C:51](=[C:53]([C:57]3[N:62]=[C:61]([C:63]([F:66])([F:65])[F:64])[CH:60]=[CH:59][N:58]=3)[C:54]([NH2:56])=[O:55])[S:52][C:48]=2[CH:47]=1)=[O:13])=[O:8])([CH3:3])([CH3:4])[CH3:5]. The catalyst class is: 499. (3) Reactant: [F:1][C:2]1[CH:3]=[C:4]([S:14]([NH:17][C:18]2[CH:19]=[CH:20][C:21]([O:38][CH3:39])=[C:22]([NH:24][C:25](=[O:37])[C:26]([NH:29]C(=O)OC(C)(C)C)([CH3:28])[CH3:27])[CH:23]=2)(=[O:16])=[O:15])[CH:5]=[CH:6][C:7]=1[C:8]1[O:9][C:10]([CH3:13])=[CH:11][CH:12]=1.[ClH:40]. Product: [ClH:40].[F:1][C:2]1[CH:3]=[C:4]([S:14]([NH:17][C:18]2[CH:19]=[CH:20][C:21]([O:38][CH3:39])=[C:22]([NH:24][C:25](=[O:37])[C:26]([CH3:28])([CH3:27])[NH2:29])[CH:23]=2)(=[O:16])=[O:15])[CH:5]=[CH:6][C:7]=1[C:8]1[O:9][C:10]([CH3:13])=[CH:11][CH:12]=1. The catalyst class is: 12. (4) Reactant: [Cl:1][C:2]1[CH:3]=[CH:4][C:5]([O:8][C@H:9]2[CH2:17][N:12]3[CH2:13][CH2:14][NH:15][CH2:16][C@@H:11]3[CH2:10]2)=[N:6][CH:7]=1.C(N(CC)CC)C.[F:25][C:26]([F:36])([F:35])[C:27]1[CH:28]=[C:29]([CH:32]=[CH:33][CH:34]=1)[CH2:30]Cl. Product: [Cl:1][C:2]1[CH:3]=[CH:4][C:5]([O:8][C@H:9]2[CH2:17][N:12]3[CH2:13][CH2:14][N:15]([CH2:30][C:29]4[CH:32]=[CH:33][CH:34]=[C:27]([C:26]([F:25])([F:35])[F:36])[CH:28]=4)[CH2:16][C@@H:11]3[CH2:10]2)=[N:6][CH:7]=1. The catalyst class is: 4. (5) Reactant: [Br:1][C:2]1[CH:3]=[C:4]([N+:12]([O-:14])=[O:13])[C:5]([O:10][CH3:11])=[C:6]([CH:9]=1)[CH2:7]Br.P(OCC)(OCC)OCC.[H-].[Na+].O=[C:28]1[CH2:33][CH2:32][N:31]([C:34]([O:36][C:37]([CH3:40])([CH3:39])[CH3:38])=[O:35])[CH2:30][CH2:29]1.[Cl-].[NH4+]. Product: [Br:1][C:2]1[CH:3]=[C:4]([N+:12]([O-:14])=[O:13])[C:5]([O:10][CH3:11])=[C:6]([CH:9]=1)[CH:7]=[C:28]1[CH2:33][CH2:32][N:31]([C:34]([O:36][C:37]([CH3:40])([CH3:39])[CH3:38])=[O:35])[CH2:30][CH2:29]1. The catalyst class is: 213. (6) Reactant: [CH3:1][O:2][P:3]([CH2:7][P:8]([O:12][CH3:13])([O:10][CH3:11])=[O:9])([O:5][CH3:6])=[O:4].Br[CH2:15][C:16]([O:18][C:19]([CH3:22])([CH3:21])[CH3:20])=[O:17].CC(C)([O-])C.[K+]. Product: [C:19]([O:18][C:16](=[O:17])[CH2:15][CH:7]([P:3]([O:5][CH3:6])([O:2][CH3:1])=[O:4])[P:8]([O:10][CH3:11])([O:12][CH3:13])=[O:9])([CH3:22])([CH3:21])[CH3:20]. The catalyst class is: 1.